Dataset: Full USPTO retrosynthesis dataset with 1.9M reactions from patents (1976-2016). Task: Predict the reactants needed to synthesize the given product. Given the product [F:1][C:2]1[CH:3]=[C:4]([N:8]2[CH2:12][CH2:11][N:10]([C:15]([Cl:14])=[O:17])[C:9]2=[O:13])[CH:5]=[CH:6][CH:7]=1, predict the reactants needed to synthesize it. The reactants are: [F:1][C:2]1[CH:3]=[C:4]([N:8]2[CH2:12][CH2:11][NH:10][C:9]2=[O:13])[CH:5]=[CH:6][CH:7]=1.[Cl:14][C:15](Cl)([O:17]C(=O)OC(Cl)(Cl)Cl)Cl.